This data is from NCI-60 drug combinations with 297,098 pairs across 59 cell lines. The task is: Regression. Given two drug SMILES strings and cell line genomic features, predict the synergy score measuring deviation from expected non-interaction effect. (1) Drug 1: CC12CCC3C(C1CCC2=O)CC(=C)C4=CC(=O)C=CC34C. Drug 2: CC12CCC3C(C1CCC2OP(=O)(O)O)CCC4=C3C=CC(=C4)OC(=O)N(CCCl)CCCl.[Na+]. Cell line: COLO 205. Synergy scores: CSS=-7.77, Synergy_ZIP=-12.4, Synergy_Bliss=-30.7, Synergy_Loewe=-32.3, Synergy_HSA=-32.4. (2) Drug 1: C1=CN(C=N1)CC(O)(P(=O)(O)O)P(=O)(O)O. Drug 2: CCC1(C2=C(COC1=O)C(=O)N3CC4=CC5=C(C=CC(=C5CN(C)C)O)N=C4C3=C2)O.Cl. Cell line: SNB-19. Synergy scores: CSS=44.3, Synergy_ZIP=-0.389, Synergy_Bliss=-1.81, Synergy_Loewe=-43.2, Synergy_HSA=-2.15. (3) Drug 1: CCC1=CC2CC(C3=C(CN(C2)C1)C4=CC=CC=C4N3)(C5=C(C=C6C(=C5)C78CCN9C7C(C=CC9)(C(C(C8N6C)(C(=O)OC)O)OC(=O)C)CC)OC)C(=O)OC.C(C(C(=O)O)O)(C(=O)O)O. Drug 2: C1=NC2=C(N=C(N=C2N1C3C(C(C(O3)CO)O)O)F)N. Cell line: NCI-H522. Synergy scores: CSS=58.9, Synergy_ZIP=-5.25, Synergy_Bliss=-3.12, Synergy_Loewe=-22.8, Synergy_HSA=-1.83. (4) Drug 2: C1CCC(C(C1)N)N.C(=O)(C(=O)[O-])[O-].[Pt+4]. Synergy scores: CSS=53.6, Synergy_ZIP=-3.37, Synergy_Bliss=-4.21, Synergy_Loewe=-9.28, Synergy_HSA=0.968. Drug 1: C1=CC=C(C(=C1)C(C2=CC=C(C=C2)Cl)C(Cl)Cl)Cl. Cell line: HCT116.